Dataset: Forward reaction prediction with 1.9M reactions from USPTO patents (1976-2016). Task: Predict the product of the given reaction. (1) Given the reactants [C:1]([C:9]1[CH:14]=[CH:13][CH:12]=[CH:11][CH:10]=1)(=[O:8])[C:2]1[CH:7]=[CH:6][CH:5]=[CH:4][CH:3]=1.[CH:15]1(C(O)(C2C=CC=CC=2)C#C)CCC[CH2:16]1, predict the reaction product. The product is: [C:2]1([C:1]([C:9]2[CH:14]=[CH:13][CH:12]=[CH:11][CH:10]=2)([OH:8])[C:15]#[CH:16])[CH:7]=[CH:6][CH:5]=[CH:4][CH:3]=1. (2) Given the reactants [CH3:1][C:2]([CH3:4])=[CH2:3].[CH2:5]=[C:6]([CH2:10][C:11]([OH:13])=[O:12])[C:7]([OH:9])=[O:8].S(=O)(=O)(O)O, predict the reaction product. The product is: [CH2:5]=[C:6]([CH2:10][C:11]([O:13][C:2]([CH3:4])([CH3:3])[CH3:1])=[O:12])[C:7]([O:9][C:2]([CH3:4])([CH3:1])[CH3:3])=[O:8]. (3) Given the reactants [NH2:1][C:2]1[CH:7]=[CH:6][C:5]([CH2:8][C@H:9]([NH:14][C:15]([O:17][C:18]([CH3:21])([CH3:20])[CH3:19])=[O:16])[C:10]([O:12][CH3:13])=[O:11])=[CH:4][CH:3]=1.[Cl:22]N1C(=O)CCC1=O, predict the reaction product. The product is: [NH2:1][C:2]1[CH:3]=[CH:4][C:5]([CH2:8][C@H:9]([NH:14][C:15]([O:17][C:18]([CH3:21])([CH3:20])[CH3:19])=[O:16])[C:10]([O:12][CH3:13])=[O:11])=[CH:6][C:7]=1[Cl:22]. (4) Given the reactants OS(O)(=O)=O.[CH3:6][C:7]1([CH3:18])[C:16]2[C:11](=[CH:12][CH:13]=[CH:14][CH:15]=2)[C:10](=[O:17])[CH2:9][CH2:8]1.[N+:19]([O-])([OH:21])=[O:20], predict the reaction product. The product is: [CH3:6][C:7]1([CH3:18])[C:16]2[C:11](=[CH:12][C:13]([N+:19]([O-:21])=[O:20])=[CH:14][CH:15]=2)[C:10](=[O:17])[CH2:9][CH2:8]1. (5) Given the reactants [CH:1]1([CH2:4][N:5]([CH2:15][CH2:16][CH3:17])[C:6]2[N:11]=[CH:10][N:9]=[C:8]([C:12]([OH:14])=O)[CH:7]=2)[CH2:3][CH2:2]1.[NH2:18][C:19]1[CH:24]=[CH:23][C:22]([CH2:25][OH:26])=[CH:21][C:20]=1[CH3:27], predict the reaction product. The product is: [CH:1]1([CH2:4][N:5]([CH2:15][CH2:16][CH3:17])[C:6]2[N:11]=[CH:10][N:9]=[C:8]([C:12]([NH:18][C:19]3[CH:24]=[CH:23][C:22]([CH2:25][OH:26])=[CH:21][C:20]=3[CH3:27])=[O:14])[CH:7]=2)[CH2:2][CH2:3]1. (6) Given the reactants Cl.[Cl:2][C:3]1[CH:4]=[C:5]([C:13]2[O:17][N:16]=[C:15]([C:18]3[C:28]4[O:27][CH2:26][CH2:25][N:24](C(OC(C)(C)C)=O)[CH:23]([CH2:36][C:37]([OH:39])=[O:38])[C:22]=4[CH:21]=[CH:20][CH:19]=3)[N:14]=2)[CH:6]=[CH:7][C:8]=1[O:9][CH:10]([CH3:12])[CH3:11].[Na].C(OCC)C, predict the reaction product. The product is: [ClH:2].[Cl:2][C:3]1[CH:4]=[C:5]([C:13]2[O:17][N:16]=[C:15]([C:18]3[C:28]4[O:27][CH2:26][CH2:25][NH:24][CH:23]([CH2:36][C:37]([OH:39])=[O:38])[C:22]=4[CH:21]=[CH:20][CH:19]=3)[N:14]=2)[CH:6]=[CH:7][C:8]=1[O:9][CH:10]([CH3:12])[CH3:11]. (7) The product is: [NH2:39][C:27]1[N:26]=[C:25]([NH:24][CH2:23][C:22]([CH3:41])([CH3:40])[CH2:21][NH:20][S:16]([C:13]2[CH:14]=[CH:15][C:10]([S:7]([N:1]3[CH2:6][CH2:5][O:4][CH2:3][CH2:2]3)(=[O:9])=[O:8])=[CH:11][CH:12]=2)(=[O:18])=[O:17])[CH:30]=[C:29]([C:31]2[CH:36]=[CH:35][CH:34]=[C:33]([CH3:37])[C:32]=2[CH3:38])[N:28]=1. Given the reactants [N:1]1([S:7]([C:10]2[CH:15]=[CH:14][C:13]([S:16](Cl)(=[O:18])=[O:17])=[CH:12][CH:11]=2)(=[O:9])=[O:8])[CH2:6][CH2:5][O:4][CH2:3][CH2:2]1.[NH2:20][CH2:21][C:22]([CH3:41])([CH3:40])[CH2:23][NH:24][C:25]1[CH:30]=[C:29]([C:31]2[CH:36]=[CH:35][CH:34]=[C:33]([CH3:37])[C:32]=2[CH3:38])[N:28]=[C:27]([NH2:39])[N:26]=1, predict the reaction product.